Task: Predict the product of the given reaction.. Dataset: Forward reaction prediction with 1.9M reactions from USPTO patents (1976-2016) (1) Given the reactants Br[C:2]1[C:3]2[C:8]([C:9]([C:16]3[CH:21]=[CH:20][C:19]([C:22]4[CH:31]=[CH:30][C:29]5[C:24](=[CH:25][CH:26]=[CH:27][CH:28]=5)[CH:23]=4)=[CH:18][CH:17]=3)=[C:10]3[C:15]=1[CH:14]=[CH:13][CH:12]=[CH:11]3)=[CH:7][CH:6]=[CH:5][CH:4]=2.CCCCCC.C([Li])CCC.[B:43]([O:48]C)(OC)[O:44]C.Cl, predict the reaction product. The product is: [CH:23]1[C:24]2[C:29](=[CH:28][CH:27]=[CH:26][CH:25]=2)[CH:30]=[CH:31][C:22]=1[C:19]1[CH:20]=[CH:21][C:16]([C:9]2[C:8]3[C:3](=[CH:4][CH:5]=[CH:6][CH:7]=3)[C:2]([B:43]([OH:48])[OH:44])=[C:15]3[C:10]=2[CH:11]=[CH:12][CH:13]=[CH:14]3)=[CH:17][CH:18]=1. (2) Given the reactants S(=O)(=O)(O)O.[CH3:6][O:7][C:8]1[CH:9]=[C:10]([OH:16])[CH:11]=[CH:12][C:13]=1[O:14][CH3:15].[C:17](O)([CH3:20])([CH3:19])[CH3:18], predict the reaction product. The product is: [C:17]([C:11]1[CH:12]=[C:13]([O:14][CH3:15])[C:8]([O:7][CH3:6])=[CH:9][C:10]=1[OH:16])([CH3:20])([CH3:19])[CH3:18].